This data is from Full USPTO retrosynthesis dataset with 1.9M reactions from patents (1976-2016). The task is: Predict the reactants needed to synthesize the given product. (1) Given the product [CH:21]1([C:13]2[C:12]([CH:26]([F:37])[C:27]3[CH:28]=[CH:29][C:30]([C:33]([F:36])([F:34])[F:35])=[CH:31][CH:32]=3)=[C:11]([C:38]3[CH:43]=[CH:42][C:41]([F:44])=[C:40]([F:45])[CH:39]=3)[C:10]3[CH:9]([OH:8])[CH2:18][C:17]([CH3:20])([CH3:19])[CH2:16][C:15]=3[N:14]=2)[CH2:25][CH2:24][CH2:23][CH2:22]1, predict the reactants needed to synthesize it. The reactants are: [Si]([O:8][CH:9]1[CH2:18][C:17]([CH3:20])([CH3:19])[CH2:16][C:15]2[N:14]=[C:13]([CH:21]3[CH2:25][CH2:24][CH2:23][CH2:22]3)[C:12]([CH:26]([F:37])[C:27]3[CH:32]=[CH:31][C:30]([C:33]([F:36])([F:35])[F:34])=[CH:29][CH:28]=3)=[C:11]([C:38]3[CH:43]=[CH:42][C:41]([F:44])=[C:40]([F:45])[CH:39]=3)[C:10]1=2)(C(C)(C)C)(C)C.CO.O1CCCC1. (2) The reactants are: [CH3:1][O:2][CH2:3][CH2:4][NH:5][C:6]1[C:7]([C:12]([O:14][CH2:15][CH3:16])=[O:13])=[N:8][CH:9]=[CH:10][CH:11]=1.C1C(=O)N([Br:24])C(=O)C1. Given the product [Br:24][C:9]1[N:8]=[C:7]([C:12]([O:14][CH2:15][CH3:16])=[O:13])[C:6]([NH:5][CH2:4][CH2:3][O:2][CH3:1])=[CH:11][CH:10]=1, predict the reactants needed to synthesize it. (3) Given the product [N:3]1[N:7]2[CH2:8][CH2:9][CH2:10][NH:11][C:6]2=[C:5]([CH2:12][CH2:13][NH:14][CH:15]=[O:16])[CH:4]=1, predict the reactants needed to synthesize it. The reactants are: Cl.Cl.[N:3]1[N:7]2[CH2:8][CH2:9][CH2:10][NH:11][C:6]2=[C:5]([CH2:12][CH2:13][NH2:14])[CH:4]=1.[CH:15](OCC)=[O:16].C[O-].[Na+]. (4) The reactants are: [Cl:1][C:2]1[CH:3]=[C:4]([NH:8][C:9]2[N:14]=[C:13]([C:15]([F:18])([F:17])[F:16])[C:12]([C:19](O)=[O:20])=[CH:11][N:10]=2)[CH:5]=[CH:6][CH:7]=1.CN1CCOCC1.ClC(OCC(C)C)=O. Given the product [Cl:1][C:2]1[CH:3]=[C:4]([NH:8][C:9]2[N:14]=[C:13]([C:15]([F:17])([F:18])[F:16])[C:12]([CH2:19][OH:20])=[CH:11][N:10]=2)[CH:5]=[CH:6][CH:7]=1, predict the reactants needed to synthesize it. (5) Given the product [F:42][CH:41]([F:43])[C:30]1[C:31]2[C:32]([F:39])([F:40])[CH2:33][CH2:34][C:35]([F:38])([F:37])[C:36]=2[N:28]([CH2:27][C:26]([NH:25][C@H:15]([C:13]2[C:12]([C:45]3[CH:46]=[CH:47][C:48]([F:54])=[C:49]([CH:53]=3)[C:50]([NH2:52])=[O:51])=[CH:11][N:10]=[C:9]([NH:8][CH2:7][CH2:6][N:1]3[CH2:57][CH2:56][CH2:4][CH2:5]3)[N:14]=2)[CH2:16][C:17]2[CH:18]=[C:19]([F:24])[CH:20]=[C:21]([F:23])[CH:22]=2)=[O:44])[N:29]=1, predict the reactants needed to synthesize it. The reactants are: [N:1]1([CH2:6][CH2:7][NH:8][C:9]2[N:14]=[C:13]([C@@H:15]([NH:25][C:26](=[O:44])[CH2:27][N:28]3[C:36]4[C:35]([F:38])([F:37])[CH2:34][CH2:33][C:32]([F:40])([F:39])[C:31]=4[C:30]([CH:41]([F:43])[F:42])=[N:29]3)[CH2:16][C:17]3[CH:22]=[C:21]([F:23])[CH:20]=[C:19]([F:24])[CH:18]=3)[C:12]([C:45]3[CH:46]=[CH:47][C:48]([F:54])=[C:49]([CH:53]=3)[C:50]([NH2:52])=[O:51])=[CH:11][N:10]=2)[CH:5]=[CH:4]N=N1.N1(CCN)CC[CH2:57][CH2:56]1.BrC1C([C@@H](NC(=O)OC(C)(C)C)CC2C=C(F)C=C(F)C=2)=NC(S(C)(=O)=O)=NC=1. (6) Given the product [Br:1][C:2]1[CH:7]=[CH:6][CH:5]=[CH:4][C:3]=1[N:8]([CH3:13])[S:9]([CH3:12])(=[O:11])=[O:10], predict the reactants needed to synthesize it. The reactants are: [Br:1][C:2]1[CH:7]=[CH:6][CH:5]=[CH:4][C:3]=1[NH:8][S:9]([CH3:12])(=[O:11])=[O:10].[C:13](=O)([O-])[O-].[Cs+].[Cs+].IC. (7) The reactants are: [CH:1]([O:4][C:5]1[CH:9]=[C:8]([C:10]([O:12][CH3:13])=[O:11])[NH:7][N:6]=1)([CH3:3])[CH3:2].[CH2:14](Br)[C:15]1[CH:20]=[CH:19][CH:18]=[CH:17][CH:16]=1.C(=O)([O-])[O-].[K+].[K+].CN(C)C=O. Given the product [CH2:14]([N:7]1[C:8]([C:10]([O:12][CH3:13])=[O:11])=[CH:9][C:5]([O:4][CH:1]([CH3:3])[CH3:2])=[N:6]1)[C:15]1[CH:20]=[CH:19][CH:18]=[CH:17][CH:16]=1, predict the reactants needed to synthesize it. (8) Given the product [CH3:10][S:11]([CH:14]1[CH2:4][CH2:3][C:2](=[O:1])[CH2:5][CH2:15]1)(=[O:13])=[O:12], predict the reactants needed to synthesize it. The reactants are: [CH2:1]=[C:2]([O:5][Si](C)(C)C)[CH:3]=[CH2:4].[CH3:10][S:11]([CH:14]=[CH2:15])(=[O:13])=[O:12]. (9) Given the product [CH3:75][O:74][C:69]1[CH:68]=[C:67]([CH:64]2[CH2:63][CH2:62][NH:61][CH2:66][CH2:65]2)[CH:72]=[CH:71][C:70]=1[NH:73][C:2]1[N:7]=[CH:6][C:5]2=[C:8]([CH3:23])[CH:9]=[C:10]([C:11]3[CH:16]=[CH:15][CH:14]=[CH:13][C:12]=3[N:17]([CH3:22])[S:18]([CH3:21])(=[O:20])=[O:19])[N:4]2[N:3]=1, predict the reactants needed to synthesize it. The reactants are: O[C:2]1[N:7]=[CH:6][C:5]2=[C:8]([CH3:23])[CH:9]=[C:10]([C:11]3[CH:16]=[CH:15][CH:14]=[CH:13][C:12]=3[N:17]([CH3:22])[S:18]([CH3:21])(=[O:20])=[O:19])[N:4]2[N:3]=1.C(N(CC)C(C)C)(C)C.C1C=CC(N(S(C(F)(F)F)(=O)=O)S(C(F)(F)F)(=O)=O)=CC=1.C(OC([N:61]1[CH2:66][CH2:65][CH:64]([C:67]2[CH:72]=[CH:71][C:70]([NH2:73])=[C:69]([O:74][CH3:75])[CH:68]=2)[CH2:63][CH2:62]1)=O)(C)(C)C.C(Cl)Cl.FC(F)(F)C(O)=O.